Task: Predict the product of the given reaction.. Dataset: Forward reaction prediction with 1.9M reactions from USPTO patents (1976-2016) (1) Given the reactants [O:1]1[CH2:6][CH2:5][N:4]([C:7]2[CH:8]=[C:9]([CH:14]=[CH:15][CH:16]=2)[C:10](OC)=[O:11])[CH2:3][CH2:2]1.[NH2:17][NH2:18], predict the reaction product. The product is: [O:1]1[CH2:6][CH2:5][N:4]([C:7]2[CH:8]=[C:9]([CH:14]=[CH:15][CH:16]=2)[C:10]([NH:17][NH2:18])=[O:11])[CH2:3][CH2:2]1. (2) Given the reactants [CH3:1][O:2][C:3]1[C:4]([NH:16][C:17](=[O:22])[C:18]([CH3:21])([CH3:20])[CH3:19])=[C:5]([C:9]([C:12]([F:15])([F:14])[F:13])=[CH:10][CH:11]=1)[C:6]([OH:8])=[O:7].S(OC)(O[CH3:27])(=O)=O.C(=O)(O)[O-].[Na+].O, predict the reaction product. The product is: [CH3:27][O:7][C:6](=[O:8])[C:5]1[C:9]([C:12]([F:15])([F:14])[F:13])=[CH:10][CH:11]=[C:3]([O:2][CH3:1])[C:4]=1[NH:16][C:17](=[O:22])[C:18]([CH3:19])([CH3:21])[CH3:20]. (3) Given the reactants [CH3:1][C:2]1([C:7]2[O:11][C:10]([CH2:12][N:13]3[N:17]=[C:16]([NH2:18])[CH:15]=[N:14]3)=[CH:9][CH:8]=2)[O:6]CCO1.[F:19][C:20]1[CH:21]=[C:22]([C:26]2[O:30][CH:29]=[N:28][C:27]=2[C:31](O)=[O:32])[CH:23]=[CH:24][CH:25]=1, predict the reaction product. The product is: [C:2]([C:7]1[O:11][C:10]([CH2:12][N:13]2[N:17]=[C:16]([NH:18][C:31]([C:27]3[N:28]=[CH:29][O:30][C:26]=3[C:22]3[CH:23]=[CH:24][CH:25]=[C:20]([F:19])[CH:21]=3)=[O:32])[CH:15]=[N:14]2)=[CH:9][CH:8]=1)(=[O:6])[CH3:1]. (4) The product is: [Cl:6][C:7]1[CH:12]=[CH:11][C:10]([N:13]2[C:14]([CH3:28])=[C:15]([C:19](=[O:27])[CH2:20][CH:21]3[CH2:26][CH2:25][CH2:24][CH2:23][CH2:22]3)[C:16]([CH3:17])=[N:1]2)=[CH:9][CH:8]=1. Given the reactants [NH:1]1C=CC=N1.[Cl:6][C:7]1[CH:12]=[CH:11][C:10]([N:13]2[C:17](C)=[CH:16][C:15]([C:19](=[O:27])[CH2:20][CH:21]3[CH2:26][CH2:25][CH2:24][CH2:23][CH2:22]3)=[C:14]2[CH3:28])=[CH:9][CH:8]=1, predict the reaction product. (5) Given the reactants CC(C)(C)C([N:5]1[C:13]2[C:8](=[CH:9][C:10]([NH:14][CH:15]3[CH2:20][CH2:19][CH2:18][NH:17][CH2:16]3)=[CH:11][CH:12]=2)[CH:7]=[N:6]1)=O.[CH:23]([C:25]1[CH:26]=[C:27]([CH:35]=[CH:36][CH:37]=1)[O:28][CH2:29][CH2:30][NH:31][C:32](=[O:34])[CH3:33])=O.C(O[BH-](OC(=O)C)OC(=O)C)(=O)C.[Na+].C([O-])([O-])=O.[K+].[K+], predict the reaction product. The product is: [NH:5]1[C:13]2[C:8](=[CH:9][C:10]([NH:14][CH:15]3[CH2:20][CH2:19][CH2:18][N:17]([CH2:23][C:25]4[CH:26]=[C:27]([CH:35]=[CH:36][CH:37]=4)[O:28][CH2:29][CH2:30][NH:31][C:32](=[O:34])[CH3:33])[CH2:16]3)=[CH:11][CH:12]=2)[CH:7]=[N:6]1. (6) Given the reactants [NH:1]1[CH2:6][CH2:5][CH:4]([CH2:7][OH:8])[CH2:3][CH2:2]1.C(N(CC)CC)C.[CH3:16][S:17](Cl)(=[O:19])=[O:18], predict the reaction product. The product is: [CH3:16][S:17]([O:8][CH2:7][CH:4]1[CH2:5][CH2:6][N:1]([S:17]([CH3:16])(=[O:19])=[O:18])[CH2:2][CH2:3]1)(=[O:19])=[O:18]. (7) Given the reactants C([N:8]1[CH2:13][CH2:12][C:11](=[O:14])[C:10]([CH3:16])([CH3:15])[CH2:9]1)C1C=CC=CC=1.[C:25](O[C:25]([O:27][C:28]([CH3:31])([CH3:30])[CH3:29])=[O:26])([O:27][C:28]([CH3:31])([CH3:30])[CH3:29])=[O:26], predict the reaction product. The product is: [C:28]([O:27][C:25]([N:8]1[CH2:13][CH2:12][C:11](=[O:14])[C:10]([CH3:16])([CH3:15])[CH2:9]1)=[O:26])([CH3:29])([CH3:30])[CH3:31]. (8) Given the reactants [CH2:1]([C:5]1[CH:10]=[CH:9][C:8]([C:11]#[C:12][C:13]2[CH:31]=[CH:30][C:16]([CH2:17][NH:18][C:19]3[CH:20]=[CH:21][C:22]([F:29])=[C:23]([CH:28]=3)[C:24]([O:26][CH3:27])=[O:25])=[CH:15][CH:14]=2)=[CH:7][CH:6]=1)[CH2:2][CH2:3][CH3:4].[CH2:32]([O:34][C:35]([CH:37]1[CH2:39][CH:38]1[CH:40]=O)=[O:36])[CH3:33].C(O[BH-](OC(=O)C)OC(=O)C)(=O)C.C([O-])(O)=O.[Na+], predict the reaction product. The product is: [CH2:1]([C:5]1[CH:6]=[CH:7][C:8]([C:11]#[C:12][C:13]2[CH:14]=[CH:15][C:16]([CH2:17][N:18]([CH2:40][CH:38]3[CH2:39][CH:37]3[C:35]([O:34][CH2:32][CH3:33])=[O:36])[C:19]3[CH:20]=[CH:21][C:22]([F:29])=[C:23]([CH:28]=3)[C:24]([O:26][CH3:27])=[O:25])=[CH:30][CH:31]=2)=[CH:9][CH:10]=1)[CH2:2][CH2:3][CH3:4].